The task is: Regression. Given two drug SMILES strings and cell line genomic features, predict the synergy score measuring deviation from expected non-interaction effect.. This data is from Merck oncology drug combination screen with 23,052 pairs across 39 cell lines. (1) Drug 1: COc1cccc2c1C(=O)c1c(O)c3c(c(O)c1C2=O)CC(O)(C(=O)CO)CC3OC1CC(N)C(O)C(C)O1. Drug 2: NC(=O)c1cccc2cn(-c3ccc(C4CCCNC4)cc3)nc12. Cell line: LOVO. Synergy scores: synergy=-9.40. (2) Drug 1: CC(=O)OC1C(=O)C2(C)C(O)CC3OCC3(OC(C)=O)C2C(OC(=O)c2ccccc2)C2(O)CC(OC(=O)C(O)C(NC(=O)c3ccccc3)c3ccccc3)C(C)=C1C2(C)C. Drug 2: CS(=O)(=O)CCNCc1ccc(-c2ccc3ncnc(Nc4ccc(OCc5cccc(F)c5)c(Cl)c4)c3c2)o1. Cell line: ZR751. Synergy scores: synergy=26.8. (3) Drug 1: Nc1ccn(C2OC(CO)C(O)C2(F)F)c(=O)n1. Drug 2: CC1(c2nc3c(C(N)=O)cccc3[nH]2)CCCN1. Cell line: NCIH520. Synergy scores: synergy=-2.99. (4) Drug 1: Nc1ccn(C2OC(CO)C(O)C2(F)F)c(=O)n1. Drug 2: NC1(c2ccc(-c3nc4ccn5c(=O)[nH]nc5c4cc3-c3ccccc3)cc2)CCC1. Cell line: OV90. Synergy scores: synergy=11.8. (5) Drug 1: Cn1c(=O)n(-c2ccc(C(C)(C)C#N)cc2)c2c3cc(-c4cnc5ccccc5c4)ccc3ncc21. Drug 2: CCc1cnn2c(NCc3ccc[n+]([O-])c3)cc(N3CCCCC3CCO)nc12. Cell line: OCUBM. Synergy scores: synergy=1.37. (6) Drug 1: CN(Cc1cnc2nc(N)nc(N)c2n1)c1ccc(C(=O)NC(CCC(=O)O)C(=O)O)cc1. Drug 2: Cn1nnc2c(C(N)=O)ncn2c1=O. Cell line: SW837. Synergy scores: synergy=-38.7. (7) Drug 1: CCC1=CC2CN(C1)Cc1c([nH]c3ccccc13)C(C(=O)OC)(c1cc3c(cc1OC)N(C)C1C(O)(C(=O)OC)C(OC(C)=O)C4(CC)C=CCN5CCC31C54)C2. Drug 2: CC(C)CC(NC(=O)C(Cc1ccccc1)NC(=O)c1cnccn1)B(O)O. Cell line: NCIH23. Synergy scores: synergy=-258. (8) Drug 1: CN1C(=O)C=CC2(C)C3CCC4(C)C(NC(=O)OCC(F)(F)F)CCC4C3CCC12. Drug 2: CC1(c2nc3c(C(N)=O)cccc3[nH]2)CCCN1. Cell line: OV90. Synergy scores: synergy=-4.19.